From a dataset of Catalyst prediction with 721,799 reactions and 888 catalyst types from USPTO. Predict which catalyst facilitates the given reaction. (1) Reactant: [CH:1]([C:4]1[N:5]=[C:6]([CH2:9][O:10][C:11]2[CH:16]=[CH:15][N:14]=[C:13]([NH2:17])[CH:12]=2)[S:7][CH:8]=1)([CH3:3])[CH3:2].[C:18](OC1C=CC(Cl)=C(Cl)C=1Cl)(=[O:23])[CH2:19][C:20]([O-])=[O:21]. Product: [OH:23][C:18]1[N:17]=[C:13]2[CH:12]=[C:11]([O:10][CH2:9][C:6]3[S:7][CH:8]=[C:4]([CH:1]([CH3:3])[CH3:2])[N:5]=3)[CH:16]=[CH:15][N:14]2[C:20](=[O:21])[CH:19]=1. The catalyst class is: 113. (2) Reactant: C([N:8]1[CH2:19][CH:18]2[CH2:20][CH:10]([CH2:11][C:12]3([CH2:17]2)[O:16][CH2:15][CH2:14][O:13]3)[CH2:9]1)C1C=CC=CC=1.C1CCCCC=1. Product: [O:13]1[CH2:14][CH2:15][O:16][C:12]21[CH2:17][CH:18]1[CH2:20][CH:10]([CH2:9][NH:8][CH2:19]1)[CH2:11]2. The catalyst class is: 320. (3) Reactant: [N:1]([O-])=O.[Na+].[F:5][C:6]1[C:11]([NH2:12])=[CH:10][CH:9]=[CH:8][N:7]=1.[Sn](Cl)Cl. Product: [F:5][C:6]1[C:11]([NH:12][NH2:1])=[CH:10][CH:9]=[CH:8][N:7]=1. The catalyst class is: 223. (4) Reactant: [CH2:1]([O:8][C:9]([NH:11][C@@H:12]([CH:18]([CH3:20])[CH3:19])[CH:13]([OH:17])[C:14]([OH:16])=[O:15])=[O:10])[C:2]1[CH:7]=[CH:6][CH:5]=[CH:4][CH:3]=1.N1C=CC=CC=1.[C:27](OC(=O)C)(=[O:29])[CH3:28]. Product: [CH2:1]([O:8][C:9]([NH:11][C@@H:12]([CH:18]([CH3:20])[CH3:19])[CH:13]([O:17][C:27](=[O:29])[CH3:28])[C:14]([OH:16])=[O:15])=[O:10])[C:2]1[CH:3]=[CH:4][CH:5]=[CH:6][CH:7]=1. The catalyst class is: 13. (5) Reactant: [C:1]([O:4][C:5]1[CH:10]=[CH:9][CH:8]=[C:7]([CH2:11][CH2:12][CH2:13][CH2:14]O)[CH:6]=1)(=[O:3])[CH3:2].C(Br)(Br)(Br)[Br:17].C1(P(C2C=CC=CC=2)C2C=CC=CC=2)C=CC=CC=1. Product: [C:1]([O:4][C:5]1[CH:10]=[CH:9][CH:8]=[C:7]([CH2:11][CH2:12][CH2:13][CH2:14][Br:17])[CH:6]=1)(=[O:3])[CH3:2]. The catalyst class is: 2.